This data is from Forward reaction prediction with 1.9M reactions from USPTO patents (1976-2016). The task is: Predict the product of the given reaction. The product is: [Br:1][C:2]1[CH:27]=[N:26][C:5]2[N:6]=[C:7]([N:12]3[CH2:15][C:14]([N:17]([CH3:25])[C:18](=[O:24])[O:19][C:20]([CH3:22])([CH3:23])[CH3:21])([CH3:16])[CH2:13]3)[C:8]3[N:9]([CH:28]=[N:11][N:10]=3)[C:4]=2[CH:3]=1. Given the reactants [Br:1][C:2]1[CH:27]=[N:26][C:5]2=[N:6][C:7]([N:12]3[CH2:15][C:14]([N:17]([CH3:25])[C:18](=[O:24])[O:19][C:20]([CH3:23])([CH3:22])[CH3:21])([CH3:16])[CH2:13]3)=[C:8]([NH:10][NH2:11])[N:9]=[C:4]2[CH:3]=1.[CH:28](OC)(OC)OC, predict the reaction product.